Dataset: Peptide-MHC class II binding affinity with 134,281 pairs from IEDB. Task: Regression. Given a peptide amino acid sequence and an MHC pseudo amino acid sequence, predict their binding affinity value. This is MHC class II binding data. (1) The peptide sequence is KPTGAGPKDNGGACG. The MHC is DRB1_1001 with pseudo-sequence DRB1_1001. The binding affinity (normalized) is 0.0250. (2) The peptide sequence is GETVKCRAPGGAKKP. The MHC is DRB1_0301 with pseudo-sequence DRB1_0301. The binding affinity (normalized) is 0. (3) The peptide sequence is EYKYFAATQFEPLAA. The MHC is DRB1_0101 with pseudo-sequence DRB1_0101. The binding affinity (normalized) is 0.710. (4) The peptide sequence is INEPTAAAIACGLDR. The MHC is HLA-DQA10501-DQB10301 with pseudo-sequence HLA-DQA10501-DQB10301. The binding affinity (normalized) is 0.689. (5) The peptide sequence is TPKSDEFNPCEDIMGYKFLR. The MHC is DRB1_0301 with pseudo-sequence DRB1_0301. The binding affinity (normalized) is 0. (6) The peptide sequence is MGMFNMLSTVLGVSI. The MHC is DRB1_0101 with pseudo-sequence DRB1_0101. The binding affinity (normalized) is 0.844.